Predict the product of the given reaction. From a dataset of Forward reaction prediction with 1.9M reactions from USPTO patents (1976-2016). (1) Given the reactants C([Si](C)(C)[O:6][CH2:7][C@@H:8]1[C@@H:13]([O:14][CH2:15][C:16]2[CH:21]=[CH:20][CH:19]=[CH:18][CH:17]=2)[C@H:12]([O:22][CH2:23][C:24]2[CH:29]=[CH:28][CH:27]=[CH:26][CH:25]=2)[C@@H:11]([O:30][CH2:31][C:32]2[CH:37]=[CH:36][CH:35]=[CH:34][CH:33]=2)[C@@:10]([C:40]2[CH:45]=[CH:44][C:43]([Cl:46])=[C:42]([CH2:47][C:48]3[CH:53]=[CH:52][C:51]([O:54][CH3:55])=[C:50]([F:56])[C:49]=3[F:57])[CH:41]=2)([O:38][CH3:39])[O:9]1)(C)(C)C.[F-].C([N+](CCCC)(CCCC)CCCC)CCC.C(OCC)(=O)C, predict the reaction product. The product is: [CH2:15]([O:14][C@H:13]1[C@H:12]([O:22][CH2:23][C:24]2[CH:25]=[CH:26][CH:27]=[CH:28][CH:29]=2)[C@@H:11]([O:30][CH2:31][C:32]2[CH:37]=[CH:36][CH:35]=[CH:34][CH:33]=2)[C@@:10]([C:40]2[CH:45]=[CH:44][C:43]([Cl:46])=[C:42]([CH2:47][C:48]3[CH:53]=[CH:52][C:51]([O:54][CH3:55])=[C:50]([F:56])[C:49]=3[F:57])[CH:41]=2)([O:38][CH3:39])[O:9][C@@H:8]1[CH2:7][OH:6])[C:16]1[CH:21]=[CH:20][CH:19]=[CH:18][CH:17]=1. (2) Given the reactants CS(C)=O.C(N(CC)CC)C.[OH:12][CH2:13][CH2:14][CH2:15][CH2:16][CH2:17][CH2:18][CH2:19][CH2:20][CH2:21][N:22]1[CH2:40][CH2:39][C:25]2([O:30][CH2:29][CH2:28][N:27]([C:31]([C:33]3[N:34]=[C:35]([CH3:38])[S:36][CH:37]=3)=[O:32])[CH2:26]2)[CH2:24][CH2:23]1.S(=O)(=O)=O.N1C=CC=CC=1, predict the reaction product. The product is: [CH3:38][C:35]1[S:36][CH:37]=[C:33]([C:31]([N:27]2[CH2:26][C:25]3([CH2:39][CH2:40][N:22]([CH2:21][CH2:20][CH2:19][CH2:18][CH2:17][CH2:16][CH2:15][CH2:14][CH:13]=[O:12])[CH2:23][CH2:24]3)[O:30][CH2:29][CH2:28]2)=[O:32])[N:34]=1. (3) Given the reactants [CH:1]1([C:4]([O-:6])=[O:5])[CH2:3][CH2:2]1.N1[CH:12]=[CH:11]C=CC=1.[CH3:13][S:14]([O:17]S(C)(=O)=O)(=[O:16])=[O:15].[CH2:22](Cl)Cl, predict the reaction product. The product is: [CH3:13][S:14]([O:17][CH2:22][C@@H:2]1[CH2:3][C@H:1]1[C:4]([O:6][CH2:11][CH3:12])=[O:5])(=[O:16])=[O:15]. (4) Given the reactants Br[CH2:2][C:3]1[CH:8]=[CH:7][CH:6]=[C:5]([N+:9]([O-:11])=[O:10])[C:4]=1[F:12].[NH:13]1[CH2:18][CH2:17][O:16][CH2:15][CH2:14]1, predict the reaction product. The product is: [F:12][C:4]1[C:5]([N+:9]([O-:11])=[O:10])=[CH:6][CH:7]=[CH:8][C:3]=1[CH2:2][N:13]1[CH2:18][CH2:17][O:16][CH2:15][CH2:14]1. (5) Given the reactants [C:1]([C:3]1[CH:8]=[CH:7][C:6]([N:9]2[C:13]([C:14]3[C:15](=[O:33])[N:16]([CH3:32])[C:17](=[O:31])[N:18]([C:21]4[CH:26]=[CH:25][CH:24]=[C:23]([C:27]([F:30])([F:29])[F:28])[CH:22]=4)[C:19]=3[CH3:20])=[C:12]([S:34]([OH:37])(=O)=[O:35])[CH:11]=[N:10]2)=[CH:5][CH:4]=1)#[N:2].P(Cl)(Cl)(Cl)=O.C(C1C=CC(N2C(C3C(=O)N(C)C(=O)N(C4C=CC=C(C(F)(F)F)C=4)C=3C)=C(S(Cl)(=O)=O)C=N2)=CC=1)#[N:44].O.N, predict the reaction product. The product is: [C:1]([C:3]1[CH:8]=[CH:7][C:6]([N:9]2[C:13]([C:14]3[C:15](=[O:33])[N:16]([CH3:32])[C:17](=[O:31])[N:18]([C:21]4[CH:26]=[CH:25][CH:24]=[C:23]([C:27]([F:30])([F:29])[F:28])[CH:22]=4)[C:19]=3[CH3:20])=[C:12]([S:34]([NH2:44])(=[O:37])=[O:35])[CH:11]=[N:10]2)=[CH:5][CH:4]=1)#[N:2]. (6) Given the reactants [CH3:1][O:2][C:3]1[CH:4]=[CH:5][C:6]2[NH:7][C:8]3[C:13]([C:14]=2[CH:15]=1)=[CH:12][C:11]([N+:16]([O-])=O)=[CH:10][CH:9]=3, predict the reaction product. The product is: [CH3:1][O:2][C:3]1[CH:15]=[C:14]2[C:6](=[CH:5][CH:4]=1)[NH:7][C:8]1[CH:9]=[CH:10][C:11]([NH2:16])=[CH:12][C:13]2=1. (7) Given the reactants Br[C:2]1[C:11]2[C:6](=[CH:7][C:8]([F:14])=[C:9]([O:12][CH3:13])[CH:10]=2)[C:5](=[O:15])[NH:4][CH:3]=1.[NH:16]1[CH2:21][CH2:20][O:19][CH2:18][CH2:17]1.CCN(C(C)C)C(C)C, predict the reaction product. The product is: [F:14][C:8]1[CH:7]=[C:6]2[C:11]([C:2]([N:16]3[CH2:21][CH2:20][O:19][CH2:18][CH2:17]3)=[CH:3][NH:4][C:5]2=[O:15])=[CH:10][C:9]=1[O:12][CH3:13]. (8) Given the reactants [CH3:1][C:2]1[N:3]=[C:4]([C:8]2[C:16]3[CH2:15][CH2:14][O:13][CH2:12][C:11]=3[S:10][C:9]=2[NH2:17])[S:5][C:6]=1[CH3:7].[C:18]12[C:26](=[O:27])[O:25][C:23](=[O:24])[C:19]=1[CH2:20][CH2:21][CH2:22]2, predict the reaction product. The product is: [CH3:1][C:2]1[N:3]=[C:4]([C:8]2[C:16]3[CH2:15][CH2:14][O:13][CH2:12][C:11]=3[S:10][C:9]=2[NH:17][C:26]([C:18]2[CH2:22][CH2:21][CH2:20][C:19]=2[C:23]([OH:25])=[O:24])=[O:27])[S:5][C:6]=1[CH3:7]. (9) Given the reactants [I:1][C:2]1[C:10]2[C:5](=[N:6][CH:7]=[N:8][C:9]=2[NH2:11])[NH:4][N:3]=1.C([O-])([O-])=O.[K+].[K+].F[C:19]1[CH:24]=[CH:23][C:22]([N+:25]([O-:27])=[O:26])=[CH:21][CH:20]=1.O, predict the reaction product. The product is: [I:1][C:2]1[C:10]2[C:5](=[N:6][CH:7]=[N:8][C:9]=2[NH2:11])[N:4]([C:19]2[CH:24]=[CH:23][C:22]([N+:25]([O-:27])=[O:26])=[CH:21][CH:20]=2)[N:3]=1.